From a dataset of Peptide-MHC class I binding affinity with 185,985 pairs from IEDB/IMGT. Regression. Given a peptide amino acid sequence and an MHC pseudo amino acid sequence, predict their binding affinity value. This is MHC class I binding data. (1) The binding affinity (normalized) is 0.0847. The peptide sequence is TVANNPDDK. The MHC is HLA-B07:02 with pseudo-sequence HLA-B07:02. (2) The peptide sequence is GSSQVLQQS. The MHC is HLA-B08:01 with pseudo-sequence HLA-B08:01. The binding affinity (normalized) is 0.132. (3) The binding affinity (normalized) is 0.385. The peptide sequence is HMVRCCKVY. The MHC is HLA-A68:01 with pseudo-sequence HLA-A68:01. (4) The MHC is HLA-A33:01 with pseudo-sequence HLA-A33:01. The binding affinity (normalized) is 0.163. The peptide sequence is HTLWKAGILY. (5) The peptide sequence is SVMLIGIEI. The MHC is HLA-A02:01 with pseudo-sequence HLA-A02:01. The binding affinity (normalized) is 0.348.